Task: Regression. Given a peptide amino acid sequence and an MHC pseudo amino acid sequence, predict their binding affinity value. This is MHC class I binding data.. Dataset: Peptide-MHC class I binding affinity with 185,985 pairs from IEDB/IMGT (1) The binding affinity (normalized) is 0.0847. The peptide sequence is DTWHGFKNM. The MHC is HLA-A02:03 with pseudo-sequence HLA-A02:03. (2) The peptide sequence is SVNMISRMLI. The MHC is HLA-A68:02 with pseudo-sequence HLA-A68:02. The binding affinity (normalized) is 0.495. (3) The peptide sequence is YMWQVKTQR. The MHC is HLA-A31:01 with pseudo-sequence HLA-A31:01. The binding affinity (normalized) is 0.968.